This data is from Catalyst prediction with 721,799 reactions and 888 catalyst types from USPTO. The task is: Predict which catalyst facilitates the given reaction. (1) Reactant: Cl.[CH:2]1([CH2:5][C:6]2([C:12]#[N:13])[CH2:11][CH2:10][NH:9][CH2:8][CH2:7]2)[CH2:4][CH2:3]1.CCN(C(C)C)C(C)C.[CH2:23]([S:25](Cl)(=[O:27])=[O:26])[CH3:24]. The catalyst class is: 2. Product: [CH:2]1([CH2:5][C:6]2([C:12]#[N:13])[CH2:7][CH2:8][N:9]([S:25]([CH2:23][CH3:24])(=[O:27])=[O:26])[CH2:10][CH2:11]2)[CH2:4][CH2:3]1. (2) Reactant: C(C1C(=O)C(Cl)=C(Cl)C(=O)C=1C#N)#N.[Br:15][C:16]1[CH:28]=[C:27]2[C:19]([C:20]3[CH2:21][CH:22]([C:29]([O:31][CH2:32][CH3:33])=[O:30])[CH2:23][CH2:24][C:25]=3[NH:26]2)=[C:18]([C:34](=[O:36])[NH2:35])[CH:17]=1. Product: [Br:15][C:16]1[CH:28]=[C:27]2[C:19]([C:20]3[CH:21]=[C:22]([C:29]([O:31][CH2:32][CH3:33])=[O:30])[CH:23]=[CH:24][C:25]=3[NH:26]2)=[C:18]([C:34](=[O:36])[NH2:35])[CH:17]=1. The catalyst class is: 1. (3) Reactant: [C:1]([C@@H:3]([NH:19][C:20]([C:22]1([NH:28]C(=O)OC(C)(C)C)[CH2:27][CH2:26][O:25][CH2:24][CH2:23]1)=[O:21])[CH2:4][C:5]1[CH:10]=[CH:9][C:8]([C:11]2[CH:16]=[CH:15][CH:14]=[C:13]([C:17]#[N:18])[CH:12]=2)=[CH:7][CH:6]=1)#[N:2].O.N. Product: [NH2:28][C:22]1([C:20]([NH:19][C@H:3]([C:1]#[N:2])[CH2:4][C:5]2[CH:6]=[CH:7][C:8]([C:11]3[CH:16]=[CH:15][CH:14]=[C:13]([C:17]#[N:18])[CH:12]=3)=[CH:9][CH:10]=2)=[O:21])[CH2:23][CH2:24][O:25][CH2:26][CH2:27]1. The catalyst class is: 106. (4) Reactant: [CH3:1][C:2]1[N:3]=[C:4]([NH:7][C:8]2[CH:13]=[C:12]([O:14][C:15]3[CH:16]=[C:17]([CH:22]=[CH:23][CH:24]=3)[C:18]([O:20]C)=[O:19])[CH:11]=[CH:10][N:9]=2)[S:5][CH:6]=1.[OH-].[Na+]. Product: [CH3:1][C:2]1[N:3]=[C:4]([NH:7][C:8]2[CH:13]=[C:12]([O:14][C:15]3[CH:16]=[C:17]([CH:22]=[CH:23][CH:24]=3)[C:18]([OH:20])=[O:19])[CH:11]=[CH:10][N:9]=2)[S:5][CH:6]=1. The catalyst class is: 5. (5) Reactant: [Cl:1][C:2]1[CH:17]=[CH:16][CH:15]=[C:14]([Cl:18])[C:3]=1[C:4]([NH:6][CH:7]([CH2:11][CH:12]=[CH2:13])[C:8]([OH:10])=[O:9])=[O:5].S(Cl)(Cl)=O.O.[C:24](=O)([O-])O.[Na+]. Product: [CH3:24][O:9][C:8](=[O:10])[CH:7]([NH:6][C:4](=[O:5])[C:3]1[C:2]([Cl:1])=[CH:17][CH:16]=[CH:15][C:14]=1[Cl:18])[CH2:11][CH:12]=[CH2:13]. The catalyst class is: 5. (6) Reactant: [NH:1]1[C:7]2[CH:8]=[CH:9][CH:10]=[CH:11][C:6]=2[CH:5]=[C:4]([C:12]([NH2:14])=[O:13])[CH2:3][CH2:2]1.O. Product: [CH2:3]([N:1]1[C:7]2[CH:8]=[CH:9][CH:10]=[CH:11][C:6]=2[CH:5]=[C:4]([C:12]([NH2:14])=[O:13])[CH2:3][CH2:2]1)[CH:4]([CH3:12])[CH3:5]. The catalyst class is: 3. (7) Reactant: [C:1]([O:5][C:6](=[O:13])[NH:7][C@H:8]1[CH2:11][C@H:10]([OH:12])[CH2:9]1)([CH3:4])([CH3:3])[CH3:2].[H-].[Na+].I[CH3:17]. Product: [C:1]([O:5][C:6](=[O:13])[NH:7][C@H:8]1[CH2:11][C@H:10]([O:12][CH3:17])[CH2:9]1)([CH3:4])([CH3:2])[CH3:3]. The catalyst class is: 1.